From a dataset of Catalyst prediction with 721,799 reactions and 888 catalyst types from USPTO. Predict which catalyst facilitates the given reaction. (1) Reactant: [Cl:1][C:2]1[N:3]=[C:4](Cl)[C:5]2[CH:10]=[CH:9][N:8]([S:11]([C:14]3[CH:19]=[CH:18][C:17]([CH3:20])=[CH:16][CH:15]=3)(=[O:13])=[O:12])[C:6]=2[N:7]=1.[F:22][C:23]([F:27])([F:26])[CH2:24][NH2:25].CCN(C(C)C)C(C)C. Product: [Cl:1][C:2]1[N:3]=[C:4]([NH:25][CH2:24][C:23]([F:27])([F:26])[F:22])[C:5]2[CH:10]=[CH:9][N:8]([S:11]([C:14]3[CH:19]=[CH:18][C:17]([CH3:20])=[CH:16][CH:15]=3)(=[O:13])=[O:12])[C:6]=2[N:7]=1. The catalyst class is: 8. (2) Reactant: [F:1][C:2]([F:21])([F:20])[O:3][C:4]1[CH:9]=[CH:8][C:7]([C:10]2[CH:18]=[CH:17][CH:16]=[C:15]3[C:11]=2[CH2:12][C:13](=[O:19])[NH:14]3)=[CH:6][CH:5]=1.[N:22]1([CH2:27][CH2:28][NH:29][C:30]([C:32]2[CH:36]=[C:35]([CH3:37])[NH:34][C:33]=2[CH:38]=O)=[O:31])[CH2:26][CH2:25][CH2:24][CH2:23]1. Product: [N:22]1([CH2:27][CH2:28][NH:29][C:30]([C:32]2[CH:36]=[C:35]([CH3:37])[NH:34][C:33]=2[CH:38]=[C:12]2[C:11]3[C:15](=[CH:16][CH:17]=[CH:18][C:10]=3[C:7]3[CH:6]=[CH:5][C:4]([O:3][C:2]([F:1])([F:20])[F:21])=[CH:9][CH:8]=3)[NH:14][C:13]2=[O:19])=[O:31])[CH2:26][CH2:25][CH2:24][CH2:23]1. The catalyst class is: 360.